From a dataset of Catalyst prediction with 721,799 reactions and 888 catalyst types from USPTO. Predict which catalyst facilitates the given reaction. (1) Reactant: Cl.[CH3:2][O:3][C:4]1[CH:5]=[C:6]2[C:11](=[CH:12][C:13]=1[O:14][CH3:15])[CH2:10][N:9]([CH2:16][C:17]([OH:19])=[O:18])[CH2:8][CH2:7]2.C(Cl)CCl.[Cl:24][C:25]1[CH:26]=[N+:27]([O-:50])[CH:28]=[C:29]([Cl:49])[C:30]=1[CH2:31][C@@H:32]([C:34]1[CH:39]=[CH:38][C:37]([O:40][CH:41]([F:43])[F:42])=[C:36]([O:44][CH2:45][CH:46]2[CH2:48][CH2:47]2)[CH:35]=1)O. The catalyst class is: 64. Product: [Cl:24][C:25]1[CH:26]=[N+:27]([O-:50])[CH:28]=[C:29]([Cl:49])[C:30]=1[CH2:31][C@@H:32]([C:34]1[CH:39]=[CH:38][C:37]([O:40][CH:41]([F:43])[F:42])=[C:36]([O:44][CH2:45][CH:46]2[CH2:48][CH2:47]2)[CH:35]=1)[O:18][C:17](=[O:19])[CH2:16][N:9]1[CH2:8][CH2:7][C:6]2[C:11](=[CH:12][C:13]([O:14][CH3:15])=[C:4]([O:3][CH3:2])[CH:5]=2)[CH2:10]1. (2) Reactant: [F:1][C:2]1[CH:3]=[C:4]2[C:8](=[CH:9][CH:10]=1)[N:7]([CH3:11])[CH:6]=[C:5]2[CH:12]=[O:13].[NH2:14][C:15]1[CH:20]=[CH:19][C:18]([CH2:21][C:22]([O:24][CH3:25])=[O:23])=[CH:17][C:16]=1O.C(O)(=O)C.C(O)(=O)C.IC1C=CC=CC=1. Product: [F:1][C:2]1[CH:3]=[C:4]2[C:8](=[CH:9][CH:10]=1)[N:7]([CH3:11])[CH:6]=[C:5]2[C:12]1[O:13][C:16]2[CH:17]=[C:18]([CH2:21][C:22]([O:24][CH3:25])=[O:23])[CH:19]=[CH:20][C:15]=2[N:14]=1. The catalyst class is: 8. (3) Reactant: [Cl:1][C:2]1[N:7]=[N:6][C:5]([NH2:8])=[CH:4][CH:3]=1.Br[CH2:10][C:11]([C:13]1[CH:18]=[CH:17][C:16]([CH2:19][CH3:20])=[C:15]([N+:21]([O-:23])=[O:22])[CH:14]=1)=O. Product: [Cl:1][C:2]1[CH:3]=[CH:4][C:5]2[N:6]([CH:10]=[C:11]([C:13]3[CH:18]=[CH:17][C:16]([CH2:19][CH3:20])=[C:15]([N+:21]([O-:23])=[O:22])[CH:14]=3)[N:8]=2)[N:7]=1. The catalyst class is: 47. (4) Reactant: CC1C=CC(S(O[CH2:12][CH:13]2[O:18][C:17]3[CH:19]=[C:20]([O:23][S:24]([CH3:27])(=[O:26])=[O:25])[CH:21]=[CH:22][C:16]=3[O:15][CH2:14]2)(=O)=O)=CC=1.[NH2:28][CH2:29][CH2:30][OH:31]. Product: [CH3:27][S:24]([O:23][C:20]1[CH:21]=[CH:22][C:16]2[O:15][CH2:14][CH:13]([CH2:12][NH:28][CH2:29][CH2:30][OH:31])[O:18][C:17]=2[CH:19]=1)(=[O:25])=[O:26]. The catalyst class is: 10. (5) Reactant: C([O:4][C:5]1[C:14](=[O:15])[C:13]2[C:8](=[C:9]([Br:16])[CH:10]=[CH:11][CH:12]=2)[N:7]([CH3:17])[CH:6]=1)(=O)C.[OH-].[K+]. Product: [Br:16][C:9]1[CH:10]=[CH:11][CH:12]=[C:13]2[C:8]=1[N:7]([CH3:17])[CH:6]=[C:5]([OH:4])[C:14]2=[O:15]. The catalyst class is: 5. (6) Reactant: [CH:1]([O:4][C:5]1[CH:12]=[CH:11][CH:10]=[CH:9][C:6]=1[CH:7]=O)([CH3:3])[CH3:2].[CH:13]1[CH:18]=[CH:17][C:16]([O:19][C:20]2[C:25]([NH2:26])=[CH:24][CH:23]=[CH:22][CH:21]=2)=[CH:15][CH:14]=1.[BH4-].[Na+].C(O)(=O)C. Product: [CH:1]([O:4][C:5]1[CH:12]=[CH:11][CH:10]=[CH:9][C:6]=1[CH2:7][NH:26][C:25]1[CH:24]=[CH:23][CH:22]=[CH:21][C:20]=1[O:19][C:16]1[CH:15]=[CH:14][CH:13]=[CH:18][CH:17]=1)([CH3:3])[CH3:2]. The catalyst class is: 5. (7) The catalyst class is: 10. Reactant: [Br:1][C:2]1[CH:29]=[CH:28][C:5]([CH2:6][O:7][C:8]2[CH:13]=[CH:12][CH:11]=[CH:10][C:9]=2[CH2:14][CH2:15][NH:16][CH2:17][C:18]2[CH:27]=[CH:26][C:21]([C:22]([O:24][CH3:25])=[O:23])=[CH:20][CH:19]=2)=[CH:4][CH:3]=1.Br[CH2:31][CH2:32][C:33]1[CH:40]=[CH:39][C:36]([C:37]#[N:38])=[CH:35][CH:34]=1.C(=O)([O-])[O-].[Na+].[Na+]. Product: [Br:1][C:2]1[CH:3]=[CH:4][C:5]([CH2:6][O:7][C:8]2[CH:13]=[CH:12][CH:11]=[CH:10][C:9]=2[CH2:14][CH2:15][N:16]([CH2:17][C:18]2[CH:19]=[CH:20][C:21]([C:22]([O:24][CH3:25])=[O:23])=[CH:26][CH:27]=2)[CH2:31][CH2:32][C:33]2[CH:40]=[CH:39][C:36]([C:37]#[N:38])=[CH:35][CH:34]=2)=[CH:28][CH:29]=1. (8) Reactant: C([O:8][C@@H:9]1[CH2:14][CH2:13][CH2:12][CH2:11][C@H:10]1[NH:15][C:16]([C:18]1[N:19]=[C:20]([C:30]2[CH:35]=[CH:34][C:33]([Cl:36])=[CH:32][C:31]=2[Cl:37])[N:21]([C:23]2[CH:28]=[CH:27][C:26]([Cl:29])=[CH:25][CH:24]=2)[CH:22]=1)=[O:17])C1C=CC=CC=1.[Si](I)(C)(C)C. The catalyst class is: 34. Product: [Cl:29][C:26]1[CH:27]=[CH:28][C:23]([N:21]2[CH:22]=[C:18]([C:16]([NH:15][C@@H:10]3[CH2:11][CH2:12][CH2:13][CH2:14][C@H:9]3[OH:8])=[O:17])[N:19]=[C:20]2[C:30]2[CH:35]=[CH:34][C:33]([Cl:36])=[CH:32][C:31]=2[Cl:37])=[CH:24][CH:25]=1. (9) Reactant: C(OC(=O)[NH:7][C@@H:8]1[CH2:10][C@H:9]1[C:11]1[CH:15]=[C:14]([C:16](=[O:24])[NH:17][C:18]2[CH:19]=[N:20][N:21]([CH3:23])[CH:22]=2)[S:13][C:12]=1[CH3:25])(C)(C)C.[ClH:27].C(OCC)(=O)C. Product: [ClH:27].[ClH:27].[NH2:7][C@@H:8]1[CH2:10][C@H:9]1[C:11]1[CH:15]=[C:14]([C:16]([NH:17][C:18]2[CH:19]=[N:20][N:21]([CH3:23])[CH:22]=2)=[O:24])[S:13][C:12]=1[CH3:25]. The catalyst class is: 370. (10) Reactant: CC1C=CC(S([O:11][CH2:12][CH2:13][NH:14][C:15]2[C:16](=[O:32])[N:17]([C:28]([CH3:31])([CH3:30])[CH3:29])[S:18](=[O:27])(=[O:26])[C:19]=2[C:20]2[CH:25]=[CH:24][CH:23]=[CH:22][CH:21]=2)(=O)=O)=CC=1.[N:33]1[CH:38]=[CH:37][CH:36]=[C:35](O)[CH:34]=1.C(=O)([O-])[O-].[K+].[K+]. Product: [C:28]([N:17]1[C:16](=[O:32])[C:15]([NH:14][CH2:13][CH2:12][O:11][C:35]2[CH:34]=[N:33][CH:38]=[CH:37][CH:36]=2)=[C:19]([C:20]2[CH:21]=[CH:22][CH:23]=[CH:24][CH:25]=2)[S:18]1(=[O:27])=[O:26])([CH3:31])([CH3:30])[CH3:29]. The catalyst class is: 23.